Dataset: Forward reaction prediction with 1.9M reactions from USPTO patents (1976-2016). Task: Predict the product of the given reaction. (1) Given the reactants FC(F)(F)C(OC(=O)C(F)(F)F)=O.[CH2:14]([O:21][C:22](=[O:45])[NH:23][CH:24]([C:29](=[O:44])[NH:30][CH:31]([C:41](=O)[NH2:42])[CH2:32][O:33][CH2:34][C:35]1[CH:40]=[CH:39][CH:38]=[CH:37][CH:36]=1)[CH2:25][CH:26]([CH3:28])[CH3:27])[C:15]1[CH:20]=[CH:19][CH:18]=[CH:17][CH:16]=1.C(N(CC)CC)C.O, predict the reaction product. The product is: [CH2:14]([O:21][C:22](=[O:45])[NH:23][CH:24]([C:29](=[O:44])[NH:30][CH:31]([C:41]#[N:42])[CH2:32][O:33][CH2:34][C:35]1[CH:40]=[CH:39][CH:38]=[CH:37][CH:36]=1)[CH2:25][CH:26]([CH3:27])[CH3:28])[C:15]1[CH:20]=[CH:19][CH:18]=[CH:17][CH:16]=1. (2) The product is: [C:1]([O:5][C:6](=[O:33])[NH:7][CH2:8][C:9]1[CH:14]=[CH:13][C:12]([C:15]([NH:17][C:18]2[CH:23]=[C:22]([C:24]3[CH:25]=[CH:26][CH:27]=[CH:28][CH:29]=3)[N:21]=[CH:20][C:19]=2[NH2:30])=[O:16])=[CH:11][CH:10]=1)([CH3:4])([CH3:2])[CH3:3]. Given the reactants [C:1]([O:5][C:6](=[O:33])[NH:7][CH2:8][C:9]1[CH:14]=[CH:13][C:12]([C:15]([NH:17][C:18]2[CH:23]=[C:22]([C:24]3[CH:29]=[CH:28][CH:27]=[CH:26][CH:25]=3)[N:21]=[CH:20][C:19]=2[N+:30]([O-])=O)=[O:16])=[CH:11][CH:10]=1)([CH3:4])([CH3:3])[CH3:2], predict the reaction product. (3) Given the reactants [H-].[Na+].[N+:3]([C:6]1[CH:7]=[N:8][CH:9]=[CH:10][C:11]=1[C:12]1[O:17][C@H:16]([CH2:18][OH:19])[C@@H:15]([O:20][Si:21]([CH:28]([CH3:30])[CH3:29])([CH:25]([CH3:27])[CH3:26])[CH:22]([CH3:24])[CH3:23])[C@H:14]([O:31][Si:32]([CH:39]([CH3:41])[CH3:40])([CH:36]([CH3:38])[CH3:37])[CH:33]([CH3:35])[CH3:34])[CH:13]=1)([O-:5])=[O:4].I[CH3:43], predict the reaction product. The product is: [CH3:43][O:19][CH2:18][C@@H:16]1[C@@H:15]([O:20][Si:21]([CH:28]([CH3:29])[CH3:30])([CH:22]([CH3:23])[CH3:24])[CH:25]([CH3:26])[CH3:27])[C@H:14]([O:31][Si:32]([CH:33]([CH3:35])[CH3:34])([CH:36]([CH3:38])[CH3:37])[CH:39]([CH3:41])[CH3:40])[CH:13]=[C:12]([C:11]2[CH:10]=[CH:9][N:8]=[CH:7][C:6]=2[N+:3]([O-:5])=[O:4])[O:17]1. (4) Given the reactants [Cl:1][C:2]1[CH:7]=[CH:6][C:5]([S:8]([C:11]2[S:19][C:14]3=[N:15][CH:16]=[CH:17][CH:18]=[C:13]3[C:12]=2[C:20]2[CH:25]=[CH:24][C:23]([Cl:26])=[CH:22][CH:21]=2)(=[O:10])=[O:9])=[CH:4][CH:3]=1.C(Cl)(Cl)Cl.C([O-])(O)=[O:32].[Na+], predict the reaction product. The product is: [Cl:1][C:2]1[CH:7]=[CH:6][C:5]([S:8]([C:11]2[S:19][C:14]3=[N+:15]([O-:32])[CH:16]=[CH:17][CH:18]=[C:13]3[C:12]=2[C:20]2[CH:25]=[CH:24][C:23]([Cl:26])=[CH:22][CH:21]=2)(=[O:10])=[O:9])=[CH:4][CH:3]=1.